Task: Predict the product of the given reaction.. Dataset: Forward reaction prediction with 1.9M reactions from USPTO patents (1976-2016) (1) Given the reactants [CH2:1]([N:8]([C:22]1[C:27]([Cl:28])=[CH:26][C:25](Br)=[CH:24][N:23]=1)[S:9]([C:12]1[CH:21]=[CH:20][C:15]([C:16]([O:18]C)=[O:17])=[CH:14][CH:13]=1)(=[O:11])=[O:10])[C:2]1[CH:7]=[CH:6][CH:5]=[CH:4][CH:3]=1.[O:30]1[CH:34]=[CH:33][CH:32]=[C:31]1B(O)O, predict the reaction product. The product is: [CH2:1]([N:8]([C:22]1[C:27]([Cl:28])=[CH:26][C:25]([C:31]2[O:30][CH:34]=[CH:33][CH:32]=2)=[CH:24][N:23]=1)[S:9]([C:12]1[CH:21]=[CH:20][C:15]([C:16]([OH:18])=[O:17])=[CH:14][CH:13]=1)(=[O:10])=[O:11])[C:2]1[CH:7]=[CH:6][CH:5]=[CH:4][CH:3]=1. (2) Given the reactants P(C(C)(C)C)(C(C)(C)C)C(C)(C)C.Br[C:15]1[CH:16]=[CH:17][C:18]2[O:22][C:21]([C:23]([NH2:25])=[O:24])=[CH:20][C:19]=2[CH:26]=1.[CH2:27]([N:34]1[CH2:39][CH2:38][NH:37][CH2:36][CH2:35]1)[C:28]1[CH:33]=[CH:32][CH:31]=[CH:30][CH:29]=1.Cl, predict the reaction product. The product is: [CH2:27]([N:34]1[CH2:39][CH2:38][N:37]([C:15]2[CH:16]=[CH:17][C:18]3[O:22][C:21]([C:23]([NH2:25])=[O:24])=[CH:20][C:19]=3[CH:26]=2)[CH2:36][CH2:35]1)[C:28]1[CH:29]=[CH:30][CH:31]=[CH:32][CH:33]=1. (3) Given the reactants [CH3:1][NH2:2].C(O)(=O)C.[Br:7][C:8]1[CH:38]=[CH:37][C:11]([CH2:12][CH:13]([NH:26][C:27](=[O:36])[O:28][CH2:29][C:30]2[CH:35]=[CH:34][CH:33]=[CH:32][CH:31]=2)[C:14]([NH:16][CH2:17][C:18](=O)[CH2:19][C:20]([CH3:24])([CH3:23])[CH2:21][CH3:22])=O)=[CH:10][CH:9]=1, predict the reaction product. The product is: [Br:7][C:8]1[CH:38]=[CH:37][C:11]([CH2:12][CH:13]([NH:26][C:27](=[O:36])[O:28][CH2:29][C:30]2[CH:35]=[CH:34][CH:33]=[CH:32][CH:31]=2)[C:14]2[N:2]([CH3:1])[C:18]([CH2:19][C:20]([CH3:24])([CH3:23])[CH2:21][CH3:22])=[CH:17][N:16]=2)=[CH:10][CH:9]=1. (4) Given the reactants C([O:3][C:4](=[O:24])[CH2:5][C:6]([N:8]1[C:13]2[CH:14]=[CH:15][CH:16]=[C:17]([CH:18]([CH3:20])[CH3:19])[C:12]=2[O:11][CH:10]([CH:21]([CH3:23])[CH3:22])[CH2:9]1)=[O:7])C.[OH-].[Na+], predict the reaction product. The product is: [CH:21]([CH:10]1[CH2:9][N:8]([C:6](=[O:7])[CH2:5][C:4]([OH:24])=[O:3])[C:13]2[CH:14]=[CH:15][CH:16]=[C:17]([CH:18]([CH3:20])[CH3:19])[C:12]=2[O:11]1)([CH3:23])[CH3:22]. (5) Given the reactants [CH3:1][O:2][C:3]1[CH:8]=[C:7]([C:9]([F:12])([F:11])[F:10])[CH:6]=[CH:5][C:4]=1[C:13]1[O:14][CH2:15][C:16]([CH3:19])([CH3:18])[N:17]=1.[CH:20]([N-]C(C)C)(C)C.[Li+].IC, predict the reaction product. The product is: [CH3:1][O:2][C:3]1[C:8]([CH3:20])=[C:7]([C:9]([F:10])([F:11])[F:12])[CH:6]=[CH:5][C:4]=1[C:13]1[O:14][CH2:15][C:16]([CH3:19])([CH3:18])[N:17]=1. (6) Given the reactants ClC(Cl)(OC(=O)[O:6][C:7]([Cl:10])(Cl)Cl)Cl.N1C=CC=CC=1.[C:19]([C:23]1[CH:33]=[CH:32][CH:31]=[CH:30][C:24]=1[O:25][CH2:26][CH2:27][NH:28][CH3:29])([CH3:22])([CH3:21])[CH3:20], predict the reaction product. The product is: [C:19]([C:23]1[CH:33]=[CH:32][CH:31]=[CH:30][C:24]=1[O:25][CH2:26][CH2:27][N:28]([CH3:29])[C:7]([Cl:10])=[O:6])([CH3:22])([CH3:20])[CH3:21]. (7) Given the reactants N1C=CC=CC=1.Cl[C:8]([O:10][C:11]1[CH:16]=[CH:15][C:14]([N+:17]([O-:19])=[O:18])=[CH:13][CH:12]=1)=[O:9].[C:20](=[O:58])([O:50][CH2:51][C:52]1[CH:57]=[CH:56][CH:55]=[CH:54][CH:53]=1)[O:21][C:22]1[C:27]([O:28][CH3:29])=[CH:26][C:25]([C@H:30]2[C@@H:42]3[C:43](=[O:46])[O:44][CH2:45][C@H:41]3[C@H:40]([OH:47])[C:39]3[C:31]2=[CH:32][C:33]2[O:37][CH2:36][O:35][C:34]=2[CH:38]=3)=[CH:24][C:23]=1[O:48][CH3:49].O, predict the reaction product. The product is: [C:8](=[O:9])([O:10][C:11]1[CH:12]=[CH:13][C:14]([N+:17]([O-:19])=[O:18])=[CH:15][CH:16]=1)[O:47][C@H:40]1[C@@H:41]2[CH2:45][O:44][C:43](=[O:46])[C@H:42]2[C@H:30]([C:25]2[CH:24]=[C:23]([O:48][CH3:49])[C:22]([O:21][C:20]([O:50][CH2:51][C:52]3[CH:57]=[CH:56][CH:55]=[CH:54][CH:53]=3)=[O:58])=[C:27]([O:28][CH3:29])[CH:26]=2)[C:31]2[C:39]1=[CH:38][C:34]1[O:35][CH2:36][O:37][C:33]=1[CH:32]=2. (8) The product is: [Br:14][CH2:2][C:1]([C:4]1[CH:9]=[CH:8][CH:7]=[CH:6][CH:5]=1)=[O:3]. Given the reactants [C:1]([C:4]1[CH:9]=[CH:8][CH:7]=[CH:6][CH:5]=1)(=[O:3])[CH3:2].C(Cl)(Cl)Cl.[Br:14]Br, predict the reaction product. (9) The product is: [C:7]([C:1]1[CH:6]=[CH:5][CH:4]=[CH:3][CH:2]=1)(=[O:17])[CH3:9]. Given the reactants [C:1]1([C:7](=[C:9]([C:1]2[CH:6]=[CH:5][CH:4]=[CH:3][CH:2]=2)[CH3:9])[CH3:7])[CH:6]=[CH:5][CH:4]=[CH:3][CH:2]=1.[OH:17]OS([O-])=O.[K+].C([O-])(O)=O.[Na+].[O-]S([O-])=O.[Na+].[Na+], predict the reaction product. (10) The product is: [C:1]([N:5]1[CH:9]([CH2:10][N:11]([CH3:12])[CH3:43])[C:8]2[CH:18]=[C:19]([C:22]3[C:30]4[C:25](=[CH:26][C:27]([F:31])=[CH:28][CH:29]=4)[NH:24][CH:23]=3)[CH:20]=[CH:21][C:7]=2[S:6]1(=[O:39])=[O:40])([CH3:3])([CH3:2])[CH3:4]. Given the reactants [C:1]([N:5]1[CH:9]([CH2:10][NH:11][C:12](=O)C(F)(F)F)[C:8]2[CH:18]=[C:19]([C:22]3[C:30]4[C:25](=[CH:26][C:27]([F:31])=[CH:28][CH:29]=4)[N:24](C(OC(C)(C)C)=O)[CH:23]=3)[CH:20]=[CH:21][C:7]=2[S:6]1(=[O:40])=[O:39])([CH3:4])([CH3:3])[CH3:2].[OH-].[Na+].[CH3:43]O, predict the reaction product.